This data is from Full USPTO retrosynthesis dataset with 1.9M reactions from patents (1976-2016). The task is: Predict the reactants needed to synthesize the given product. (1) Given the product [ClH:41].[CH:1]1([CH2:4][O:5][C:6]2[CH:14]=[CH:13][C:9]3[O:10][CH2:11][O:12][C:8]=3[C:7]=2[C:15]2[CH:20]=[CH:19][N:18]=[C:17]3[C:21]([C:25]([NH:27][CH:28]4[CH2:29][CH2:30][NH:31][CH2:32][CH2:33]4)=[O:26])=[C:22]([CH3:24])[NH:23][C:16]=23)[CH2:3][CH2:2]1, predict the reactants needed to synthesize it. The reactants are: [CH:1]1([CH2:4][O:5][C:6]2[CH:14]=[CH:13][C:9]3[O:10][CH2:11][O:12][C:8]=3[C:7]=2[C:15]2[CH:20]=[CH:19][N:18]=[C:17]3[C:21]([C:25]([NH:27][CH:28]4[CH2:33][CH2:32][N:31](C(OC(C)(C)C)=O)[CH2:30][CH2:29]4)=[O:26])=[C:22]([CH3:24])[NH:23][C:16]=23)[CH2:3][CH2:2]1.[ClH:41].COC(C)(C)C. (2) Given the product [CH2:1]([O:8][C:9]1[C:18]2[C:13](=[C:14]([O:19][CH3:20])[CH:15]=[CH:16][CH:17]=2)[N:12]=[C:11]([CH2:21][OH:22])[C:10]=1[CH3:26])[C:2]1[CH:3]=[CH:4][CH:5]=[CH:6][CH:7]=1, predict the reactants needed to synthesize it. The reactants are: [CH2:1]([O:8][C:9]1[C:18]2[C:13](=[C:14]([O:19][CH3:20])[CH:15]=[CH:16][CH:17]=2)[N:12]=[C:11]([C:21](OCC)=[O:22])[C:10]=1[CH3:26])[C:2]1[CH:7]=[CH:6][CH:5]=[CH:4][CH:3]=1.[H-].C([Al+]CC(C)C)C(C)C.O.S([O-])([O-])(=O)=O.[Na+].[Na+].